From a dataset of CYP2C9 inhibition data for predicting drug metabolism from PubChem BioAssay. Regression/Classification. Given a drug SMILES string, predict its absorption, distribution, metabolism, or excretion properties. Task type varies by dataset: regression for continuous measurements (e.g., permeability, clearance, half-life) or binary classification for categorical outcomes (e.g., BBB penetration, CYP inhibition). Dataset: cyp2c9_veith. (1) The compound is O=C(O)CNC(=O)c1ccc([As](=O)(O)O)cc1. The result is 0 (non-inhibitor). (2) The drug is COc1ccc(Nc2nnc(-c3ccc(N4CCOCC4)c([N+](=O)[O-])c3)c3ccccc23)cc1. The result is 1 (inhibitor).